From a dataset of Full USPTO retrosynthesis dataset with 1.9M reactions from patents (1976-2016). Predict the reactants needed to synthesize the given product. (1) Given the product [Cl:15][C:11]1[C:12]([CH3:14])=[CH:13][C:8]2[N:7]=[C:25]([C:27]3[CH:32]=[CH:31][CH:30]=[C:29]([C:33]4[CH:38]=[C:37]([CH3:39])[N:36]=[C:35]([NH:40][CH3:41])[N:34]=4)[CH:28]=3)[CH2:24][C:23](=[O:42])[NH:16][C:9]=2[CH:10]=1, predict the reactants needed to synthesize it. The reactants are: C(OC(=O)[NH:7][C:8]1[CH:13]=[C:12]([CH3:14])[C:11]([Cl:15])=[CH:10][C:9]=1[NH2:16])(C)(C)C.C(O[C:23](=[O:42])[CH2:24][C:25]([C:27]1[CH:32]=[CH:31][CH:30]=[C:29]([C:33]2[CH:38]=[C:37]([CH3:39])[N:36]=[C:35]([NH:40][CH3:41])[N:34]=2)[CH:28]=1)=O)(C)(C)C. (2) Given the product [CH3:43][NH:44][C:45](=[O:47])[C:46]1[CH:32]=[CH:33][C:28]([C:2]2[N:7]=[C:6]3[N:8]([CH2:12][CH:13]4[CH2:18][CH2:17][O:16][CH2:15][CH2:14]4)[C:9](=[O:11])[NH:10][C:5]3=[N:4][CH:3]=2)=[CH:29][CH:30]=1, predict the reactants needed to synthesize it. The reactants are: Br[C:2]1[N:7]=[C:6]2[N:8]([CH2:12][CH:13]3[CH2:18][CH2:17][O:16][CH2:15][CH2:14]3)[C:9](=[O:11])[NH:10][C:5]2=[N:4][CH:3]=1.BrC1N=C(NC[CH:28]2[CH2:33][CH2:32]O[CH2:30][CH2:29]2)C(N)=NC=1.C(N1[CH:46]=[CH:45][N:44]=[CH:43]1)([N:44]1[CH:45]=[CH:46]N=[CH:43]1)=O.[O:47]1CCCC1. (3) The reactants are: [F:1][C:2]([F:17])([F:16])[C:3]1[CH:11]=[C:10]2[C:6]([C:7]([CH2:12][C:13]([NH2:15])=[O:14])=[CH:8][NH:9]2)=[CH:5][CH:4]=1.C[O:19][C:20](=O)[C:21]([C:23]1[C:33]2=[C:34]3[C:29](=[CH:30][CH:31]=[CH:32]2)[C:28]([CH3:36])([CH3:35])[CH2:27][CH2:26][N:25]3[CH:24]=1)=O. Given the product [CH3:35][C:28]1([CH3:36])[C:29]2[C:34]3=[C:33]([C:23]([C:21]4[C:20](=[O:19])[NH:15][C:13](=[O:14])[C:12]=4[C:7]4[C:6]5[C:10](=[CH:11][C:3]([C:2]([F:16])([F:1])[F:17])=[CH:4][CH:5]=5)[NH:9][CH:8]=4)=[CH:24][N:25]3[CH2:26][CH2:27]1)[CH:32]=[CH:31][CH:30]=2, predict the reactants needed to synthesize it. (4) Given the product [CH:31]1([CH2:30][O:29][C:22]2[CH:23]=[C:24]([O:27][CH3:28])[CH:25]=[CH:26][C:21]=2[C:20]2[CH:19]=[CH:18][N:17]=[C:16]3[C:12]([C:10]([NH:9][C@H:6]4[CH2:7][CH2:8][C@@H:3]([NH:2][C:40](=[O:41])[C@@H:39]([OH:38])[CH3:43])[CH2:4][CH2:5]4)=[O:11])=[C:13]([CH3:34])[NH:14][C:15]=23)[CH2:32][CH2:33]1, predict the reactants needed to synthesize it. The reactants are: Cl.[NH2:2][C@@H:3]1[CH2:8][CH2:7][C@H:6]([NH:9][C:10]([C:12]2[C:16]3=[N:17][CH:18]=[CH:19][C:20]([C:21]4[CH:26]=[CH:25][C:24]([O:27][CH3:28])=[CH:23][C:22]=4[O:29][CH2:30][CH:31]4[CH2:33][CH2:32]4)=[C:15]3[NH:14][C:13]=2[CH3:34])=[O:11])[CH2:5][CH2:4]1.C([O:38][C@@H:39]([CH3:43])[C:40](Cl)=[O:41])(=O)C. (5) Given the product [Cl:12][C:11]1[CH:10]=[CH:9][C:6](/[CH:7]=[C:21](/[N+:18]([O-:20])=[O:19])\[CH3:22])=[CH:5][C:4]=1[N+:1]([O-:3])=[O:2], predict the reactants needed to synthesize it. The reactants are: [N+:1]([C:4]1[CH:5]=[C:6]([CH:9]=[CH:10][C:11]=1[Cl:12])[CH:7]=O)([O-:3])=[O:2].C([O-])(=O)C.[NH4+].[N+:18]([CH2:21][CH3:22])([O-:20])=[O:19]. (6) Given the product [C:19]([C:15]1[S:14][C:13]([NH:12][C:8]([CH:5]2[CH2:6][CH2:7][N:2]([CH3:1])[CH2:3][CH2:4]2)=[O:9])=[N:17][C:16]=1[CH3:18])(=[O:21])[CH3:20], predict the reactants needed to synthesize it. The reactants are: [CH3:1][N:2]1[CH2:7][CH2:6][CH:5]([C:8](Cl)=[O:9])[CH2:4][CH2:3]1.Cl.[NH2:12][C:13]1[S:14][C:15]([C:19](=[O:21])[CH3:20])=[C:16]([CH3:18])[N:17]=1.C(N(CC)C(C)C)(C)C.